From a dataset of Full USPTO retrosynthesis dataset with 1.9M reactions from patents (1976-2016). Predict the reactants needed to synthesize the given product. (1) Given the product [C:1]([NH:4][C@H:5]1[C@@H:10]([N:11]2[CH2:15][CH2:14][C@H:13]([NH:16][C:27]3[C:36]4[C:31](=[CH:32][CH:33]=[C:34]([C:37]([F:39])([F:40])[F:38])[CH:35]=4)[N:30]=[CH:29][N:28]=3)[C:12]2=[O:17])[CH2:9][CH2:8][C@@H:7]([NH:18][C:19](=[O:25])[O:20][C:21]([CH3:24])([CH3:23])[CH3:22])[CH2:6]1)(=[O:3])[CH3:2], predict the reactants needed to synthesize it. The reactants are: [C:1]([NH:4][C@H:5]1[C@@H:10]([N:11]2[CH2:15][CH2:14][C@H:13]([NH2:16])[C:12]2=[O:17])[CH2:9][CH2:8][C@@H:7]([NH:18][C:19](=[O:25])[O:20][C:21]([CH3:24])([CH3:23])[CH3:22])[CH2:6]1)(=[O:3])[CH3:2].Cl[C:27]1[C:36]2[C:31](=[CH:32][CH:33]=[C:34]([C:37]([F:40])([F:39])[F:38])[CH:35]=2)[N:30]=[CH:29][N:28]=1.C(N(C(C)C)CC)(C)C. (2) The reactants are: [CH:1]([C:4]1([OH:14])[CH:11]2[CH2:12][CH:7]3[CH2:8][CH:9]([CH2:13][CH:5]1[CH2:6]3)[CH2:10]2)([CH3:3])[CH3:2].[OH:15][C:16](C12CC3CC(CC(C3)C1)C2)(C)[CH:17](C)[CH3:18]. Given the product [CH:1]([C:4]1([O:14][C:16](=[O:15])[CH:17]=[CH2:18])[CH:5]2[CH2:13][CH:9]3[CH2:8][CH:7]([CH2:12][CH:11]1[CH2:10]3)[CH2:6]2)([CH3:3])[CH3:2], predict the reactants needed to synthesize it. (3) Given the product [Cl:1][C:2]1[CH:7]=[CH:6][C:5]([C:8]2[NH:28][C:27]3[N:26]([N:25]=[CH:24][C:23]=3[C:18]3[CH:19]=[CH:20][CH:21]=[CH:22][N:17]=3)[C:10](=[O:12])[CH:9]=2)=[C:4]([O:15][CH3:16])[CH:3]=1, predict the reactants needed to synthesize it. The reactants are: [Cl:1][C:2]1[CH:7]=[CH:6][C:5]([C:8](=O)[CH2:9][C:10]([O:12]C)=O)=[C:4]([O:15][CH3:16])[CH:3]=1.[N:17]1[CH:22]=[CH:21][CH:20]=[CH:19][C:18]=1[C:23]1[CH:24]=[N:25][NH:26][C:27]=1[NH2:28].